This data is from CYP1A2 inhibition data for predicting drug metabolism from PubChem BioAssay. The task is: Regression/Classification. Given a drug SMILES string, predict its absorption, distribution, metabolism, or excretion properties. Task type varies by dataset: regression for continuous measurements (e.g., permeability, clearance, half-life) or binary classification for categorical outcomes (e.g., BBB penetration, CYP inhibition). Dataset: cyp1a2_veith. (1) The drug is COc1cccc(-c2cc(C(F)(F)F)nc(N3CCCCC3)n2)c1. The result is 1 (inhibitor). (2) The drug is CCOC(=O)CCCc1c[nH]c2ccccc12. The result is 1 (inhibitor). (3) The molecule is c1ccc2cc(Sc3ncnc4c3oc3ccccc34)ccc2c1. The result is 1 (inhibitor). (4) The drug is COc1ccc(-c2cc(CNC(C)=O)on2)cc1. The result is 1 (inhibitor). (5) The molecule is CC1CCN(C(=O)CSc2nc3cccnc3n2C)CC1. The result is 1 (inhibitor). (6) The molecule is C/C(=N\N1CCN(C2c3ccccc3-c3ccccc32)CC1)c1ccncc1. The result is 1 (inhibitor). (7) The molecule is O=C(N/N=C/c1ccc(Br)s1)c1ccccc1[N+](=O)[O-]. The result is 1 (inhibitor). (8) The molecule is CCOC(=O)C1CCCN(C(=O)C2CCN(S(=O)(=O)N3CCC4(CC3)OCCO4)CC2)C1. The result is 0 (non-inhibitor).